Dataset: Forward reaction prediction with 1.9M reactions from USPTO patents (1976-2016). Task: Predict the product of the given reaction. (1) Given the reactants [C:1]([O:5][C:6](=[O:19])[NH:7][C:8]1[CH:13]=[CH:12][CH:11]=[CH:10][C:9]=1[NH:14][C:15](=[O:18])[CH:16]=[CH2:17])([CH3:4])([CH3:3])[CH3:2].Br[C:21]1[CH:28]=[CH:27][C:24]([CH:25]=[O:26])=[CH:23][CH:22]=1.C(N(CC)CC)C.[NH4+].[Cl-], predict the reaction product. The product is: [C:1]([O:5][C:6](=[O:19])[NH:7][C:8]1[CH:13]=[CH:12][CH:11]=[CH:10][C:9]=1[NH:14][C:15](=[O:18])/[CH:16]=[CH:17]/[C:21]1[CH:28]=[CH:27][C:24]([CH:25]=[O:26])=[CH:23][CH:22]=1)([CH3:4])([CH3:2])[CH3:3]. (2) Given the reactants COC1C=CC(C[N:8](CC2C=CC(OC)=CC=2)[C:9]2[N:14]=[C:13]([CH3:15])[N:12]=[C:11]([C:16]3[N:20]4[CH:21]=[CH:22][CH:23]=[CH:24][C:19]4=[N:18][C:17]=3[NH:25][C:26]3[CH:27]=[N:28][C:29]([O:32][CH3:33])=[CH:30][CH:31]=3)[N:10]=2)=CC=1.FC(F)(F)S(O)(=O)=O.FC(F)(F)C(O)=O, predict the reaction product. The product is: [NH2:8][C:9]1[N:14]=[C:13]([CH3:15])[N:12]=[C:11]([C:16]2[N:20]3[CH:21]=[CH:22][CH:23]=[CH:24][C:19]3=[N:18][C:17]=2[NH:25][C:26]2[CH:27]=[N:28][C:29]([O:32][CH3:33])=[CH:30][CH:31]=2)[N:10]=1.